This data is from HIV replication inhibition screening data with 41,000+ compounds from the AIDS Antiviral Screen. The task is: Binary Classification. Given a drug SMILES string, predict its activity (active/inactive) in a high-throughput screening assay against a specified biological target. The molecule is O=C1C2ON=C(c3ccncc3)C2C(=O)N1c1ccc(Cc2ccc(N3C(=O)C4ON=C(c5ccncc5)C4C3=O)cc2)cc1. The result is 0 (inactive).